From a dataset of Reaction yield outcomes from USPTO patents with 853,638 reactions. Predict the reaction yield, written as a fraction of the theoretical maximum amount of product (1.0 means a 100% yield; for example, 0.34 means a 34% yield). (1) The reactants are [CH3:1][C@@H:2]1[CH2:6][CH2:5][CH2:4][NH:3]1.Br[CH2:8][CH2:9][CH2:10][Cl:11]. The catalyst is CC(C)=O.[OH-].[Na+]. The product is [Cl:11][CH2:10][CH2:9][CH2:8][N:3]1[CH2:4][CH2:5][CH2:6][C@H:2]1[CH3:1]. The yield is 0.520. (2) The reactants are [Br:1][C:2]1[CH:13]=[CH:12][C:5]2[O:6][CH2:7][CH2:8][CH2:9][C:10](=[O:11])[C:4]=2[CH:3]=1.[Br:14]Br. The catalyst is CCOCC. The product is [Br:14][CH:9]1[CH2:8][CH2:7][O:6][C:5]2[CH:12]=[CH:13][C:2]([Br:1])=[CH:3][C:4]=2[C:10]1=[O:11]. The yield is 0.890.